From a dataset of Forward reaction prediction with 1.9M reactions from USPTO patents (1976-2016). Predict the product of the given reaction. Given the reactants Br[C:2]1[N:3]=[C:4]([C:9]2[N:10]([CH2:18][CH3:19])[C:11]3[CH:16]=[CH:15][N:14]=[CH:13][C:12]=3[N:17]=2)[C:5]([NH2:8])=[N:6][CH:7]=1.B([C:23]1[CH:31]=[CH:30][C:26]([C:27]([OH:29])=[O:28])=[CH:25][CH:24]=1)(O)O.C([O-])([O-])=O.[K+].[K+], predict the reaction product. The product is: [NH2:8][C:5]1[N:6]=[CH:7][C:2]([C:25]2[CH:24]=[CH:23][CH:31]=[CH:30][C:26]=2[C:27]([OH:29])=[O:28])=[N:3][C:4]=1[C:9]1[N:10]([CH2:18][CH3:19])[C:11]2[CH:16]=[CH:15][N:14]=[CH:13][C:12]=2[N:17]=1.